The task is: Predict the reaction yield, written as a fraction of the theoretical maximum amount of product (1.0 means a 100% yield; for example, 0.34 means a 34% yield).. This data is from Reaction yield outcomes from USPTO patents with 853,638 reactions. (1) The reactants are [F:1][C:2]([F:7])([F:6])[C:3]([OH:5])=[O:4].[F:8][C:9]([F:14])([F:13])[C:10]([OH:12])=[O:11].[F:15][C:16]([F:21])([F:20])[C:17]([OH:19])=[O:18].[CH3:22][C:23]1[CH:32]=[C:31]([CH2:33][O:34][C:35]2[CH:40]=[CH:39][C:38]([C:41]3([N:50]4[CH2:55][CH2:54][NH:53][CH2:52][CH2:51]4)[C:46](=[O:47])[NH:45][C:44](=[O:48])[NH:43][C:42]3=[O:49])=[CH:37][CH:36]=2)[C:30]2[C:25](=[CH:26][CH:27]=[CH:28][CH:29]=2)[N:24]=1.[CH:56](=O)[CH2:57][CH2:58][CH2:59][CH2:60][CH3:61]. No catalyst specified. The product is [F:1][C:2]([F:7])([F:6])[C:3]([OH:5])=[O:4].[F:8][C:9]([F:14])([F:13])[C:10]([OH:12])=[O:11].[F:15][C:16]([F:21])([F:20])[C:17]([OH:19])=[O:18].[CH2:56]([N:53]1[CH2:54][CH2:55][N:50]([C:41]2([C:38]3[CH:37]=[CH:36][C:35]([O:34][CH2:33][C:31]4[C:30]5[C:25](=[CH:26][CH:27]=[CH:28][CH:29]=5)[N:24]=[C:23]([CH3:22])[CH:32]=4)=[CH:40][CH:39]=3)[C:46](=[O:47])[NH:45][C:44](=[O:48])[NH:43][C:42]2=[O:49])[CH2:51][CH2:52]1)[CH2:57][CH2:58][CH2:59][CH2:60][CH3:61]. The yield is 0.630. (2) The reactants are [CH2:1]([CH:8]1[NH:13][CH2:12][CH2:11][N:10]([C:14]2[CH:22]=[C:21]3[C:17]([C:18]([CH2:27][CH3:28])=[N:19][N:20]3[CH:23]3[CH2:26][CH2:25][CH2:24]3)=[CH:16][CH:15]=2)[CH2:9]1)[C:2]1[CH:7]=[CH:6][CH:5]=[CH:4][CH:3]=1.C[O:30][C:31](=O)[CH2:32][C:33]1[CH:34]=[N:35][NH:36][CH:37]=1. No catalyst specified. The product is [CH2:1]([C@H:8]1[CH2:9][N:10]([C:14]2[CH:22]=[C:21]3[C:17]([C:18]([CH2:27][CH3:28])=[N:19][N:20]3[CH:23]3[CH2:24][CH2:25][CH2:26]3)=[CH:16][CH:15]=2)[CH2:11][CH2:12][N:13]1[C:31](=[O:30])[CH2:32][C:33]1[CH:34]=[N:35][NH:36][CH:37]=1)[C:2]1[CH:3]=[CH:4][CH:5]=[CH:6][CH:7]=1. The yield is 0.130. (3) The product is [CH2:15]([O:14][C:13]1[C:9]([O:8][CH2:1][C:2]2[CH:7]=[CH:6][CH:5]=[CH:4][CH:3]=2)=[C:10]([C:35](=[O:36])[N:40]([CH3:41])[CH3:38])[N:11]([C:27]2[CH:32]=[CH:31][C:30]([O:33][CH3:34])=[CH:29][CH:28]=2)[C:12]=1[C:22]([O:24][CH2:25][CH3:26])=[O:23])[C:16]1[CH:17]=[CH:18][CH:19]=[CH:20][CH:21]=1. The catalyst is CN(C=O)C. The yield is 0.790. The reactants are [CH2:1]([O:8][C:9]1[C:13]([O:14][CH2:15][C:16]2[CH:21]=[CH:20][CH:19]=[CH:18][CH:17]=2)=[C:12]([C:22]([O:24][CH2:25][CH3:26])=[O:23])[N:11]([C:27]2[CH:32]=[CH:31][C:30]([O:33][CH3:34])=[CH:29][CH:28]=2)[C:10]=1[C:35]([O-])=[O:36])[C:2]1[CH:7]=[CH:6][CH:5]=[CH:4][CH:3]=1.[CH2:38]([NH+:40](CC)[CH2:41]C)C.CN(C(ON1N=NC2C=CC=NC1=2)=[N+](C)C)C.F[P-](F)(F)(F)(F)F.Cl.CNC.CCN(C(C)C)C(C)C. (4) The reactants are [Cl:1][C:2]1[CH:7]=[CH:6][C:5]([N:8]2[C:12]([CH2:13][CH2:14][CH3:15])=[C:11]([C:16]([OH:18])=O)[CH:10]=[N:9]2)=[CH:4][CH:3]=1.C1C=CC2N(O)N=NC=2C=1.CCN=C=NCCCN(C)C.C(N(C(C)C)CC)(C)C.[CH:49]1([NH:55][CH3:56])[CH2:54][CH2:53][CH2:52][CH2:51][CH2:50]1. The catalyst is C1COCC1. The product is [CH:49]1([N:55]([CH3:56])[C:16]([C:11]2[CH:10]=[N:9][N:8]([C:5]3[CH:4]=[CH:3][C:2]([Cl:1])=[CH:7][CH:6]=3)[C:12]=2[CH2:13][CH2:14][CH3:15])=[O:18])[CH2:54][CH2:53][CH2:52][CH2:51][CH2:50]1. The yield is 0.810. (5) The reactants are [CH:1]([CH:3]1[S:7][C:6]([C:8]2[NH:9][C:10]3[C:15]([CH:16]=2)=[CH:14][CH:13]=[CH:12][C:11]=3[N:17]([CH3:27])[S:18]([C:21]2[CH:26]=[CH:25][CH:24]=[CH:23][N:22]=2)(=[O:20])=[O:19])=[N:5][CH2:4]1)=[O:2].[BH4-].[Na+].[Cl-].[NH4+]. The catalyst is O1CCCC1.C(O)C. The product is [OH:2][CH2:1][CH:3]1[S:7][C:6]([C:8]2[NH:9][C:10]3[C:15]([CH:16]=2)=[CH:14][CH:13]=[CH:12][C:11]=3[N:17]([CH3:27])[S:18]([C:21]2[CH:26]=[CH:25][CH:24]=[CH:23][N:22]=2)(=[O:19])=[O:20])=[N:5][CH2:4]1. The yield is 0.800. (6) The yield is 0.900. The catalyst is C(O)(=O)C. The product is [C:1]([C:14]1([NH:4][C:5]2[CH:12]=[CH:11][C:8]([C:9]#[N:10])=[C:7]([F:13])[CH:6]=2)[CH2:18][CH2:17][CH2:16][CH2:15]1)#[N:2]. The reactants are [C-:1]#[N:2].[Na+].[NH2:4][C:5]1[CH:12]=[CH:11][C:8]([C:9]#[N:10])=[C:7]([F:13])[CH:6]=1.[C:14]1(=O)[CH2:18][CH2:17][CH2:16][CH2:15]1. (7) The reactants are [Br:1][C:2]1[CH:27]=[N:26][C:5]2[N:6]=[C:7]([N:13]3[CH2:16][CH:15]([N:17](C)[C:18](=O)OC(C)(C)C)[CH2:14]3)[C:8]3[N:9]([CH:10]=[CH:11][CH:12]=3)[C:4]=2[CH:3]=1.C(O)(C(F)(F)F)=O. The catalyst is C(Cl)Cl. The product is [Br:1][C:2]1[CH:27]=[N:26][C:5]2[N:6]=[C:7]([N:13]3[CH2:16][CH:15]([NH:17][CH3:18])[CH2:14]3)[C:8]3[N:9]([CH:10]=[CH:11][CH:12]=3)[C:4]=2[CH:3]=1. The yield is 0.660.